From a dataset of Reaction yield outcomes from USPTO patents with 853,638 reactions. Predict the reaction yield, written as a fraction of the theoretical maximum amount of product (1.0 means a 100% yield; for example, 0.34 means a 34% yield). (1) The reactants are [Cl:1][C:2]1[N:7]=[C:6](Cl)[CH:5]=[CH:4][N:3]=1.[CH:9]1([Mg]Cl)[CH2:12][CH2:11][CH2:10]1. The catalyst is O1CCCC1. The product is [Cl:1][C:2]1[N:7]=[C:6]([CH:9]2[CH2:12][CH2:11][CH2:10]2)[CH:5]=[CH:4][N:3]=1. The yield is 0.430. (2) The reactants are [Cl:1][C:2]1[C:3]([Cl:23])=[CH:4][C:5]2[C:6]3[CH2:15][CH2:14][N:13]([C:16]([O:18][C:19]([CH3:22])([CH3:21])[CH3:20])=[O:17])[CH2:12][CH2:11][C:7]=3[NH:8][C:9]=2[CH:10]=1.[H-].[Na+].[F:26][C:27]1[CH:36]=[CH:35][C:30]([O:31][CH2:32][CH2:33]Br)=[CH:29][CH:28]=1. The catalyst is CN(C=O)C. The product is [Cl:1][C:2]1[C:3]([Cl:23])=[CH:4][C:5]2[C:6]3[CH2:15][CH2:14][N:13]([C:16]([O:18][C:19]([CH3:20])([CH3:22])[CH3:21])=[O:17])[CH2:12][CH2:11][C:7]=3[N:8]([CH2:33][CH2:32][O:31][C:30]3[CH:35]=[CH:36][C:27]([F:26])=[CH:28][CH:29]=3)[C:9]=2[CH:10]=1. The yield is 0.780. (3) The reactants are [Cl:1][C:2]1[CH:3]=[CH:4][C:5]([OH:11])=[C:6]([C:8](=[O:10])[CH3:9])[CH:7]=1.[C:12]([O-])([O-])=O.[K+].[K+].CI. The catalyst is C(#N)C. The product is [Cl:1][C:2]1[CH:3]=[CH:4][C:5]([O:11][CH3:12])=[C:6]([C:8](=[O:10])[CH3:9])[CH:7]=1. The yield is 0.790. (4) The reactants are C1(C)C=CC=CC=1.[CH2:8]([CH:11]1[O:16][C:15](=[O:17])[CH:14]([C:18]2[CH:23]=[CH:22][C:21]([C:24]3[CH:29]=[CH:28][C:27]([CH:30]4[CH2:35][CH2:34][CH:33]([CH2:36][CH2:37][CH2:38][CH2:39][CH3:40])[O:32][CH2:31]4)=[C:26]([F:41])[C:25]=3[F:42])=[C:20]([F:43])[C:19]=2[F:44])[CH2:13][CH2:12]1)[CH2:9][CH3:10].[H-].C([Al+]CC(C)C)C(C)C.C1(C)C=CC=CC=1. The catalyst is C(O)=O. The product is [CH2:8]([CH:11]1[O:16][CH:15]([OH:17])[CH:14]([C:18]2[CH:23]=[CH:22][C:21]([C:24]3[CH:29]=[CH:28][C:27]([CH:30]4[CH2:35][CH2:34][CH:33]([CH2:36][CH2:37][CH2:38][CH2:39][CH3:40])[O:32][CH2:31]4)=[C:26]([F:41])[C:25]=3[F:42])=[C:20]([F:43])[C:19]=2[F:44])[CH2:13][CH2:12]1)[CH2:9][CH3:10]. The yield is 0.980. (5) The reactants are C([O:8][C:9]1[CH:10]=[C:11]([C:23]2[O:32][C:27]3=[N:28][CH:29]=[CH:30][CH:31]=[C:26]3[C:25](=[O:33])[C:24]=2[OH:34])[CH:12]=[CH:13][C:14]=1[O:15]CC1C=CC=CC=1)C1C=CC=CC=1.C1COCC1. The catalyst is [OH-].[OH-].[Pd+2].CCO. The product is [OH:8][C:9]1[CH:10]=[C:11]([C:23]2[O:32][C:27]3=[N:28][CH:29]=[CH:30][CH:31]=[C:26]3[C:25](=[O:33])[C:24]=2[OH:34])[CH:12]=[CH:13][C:14]=1[OH:15]. The yield is 0.560. (6) The reactants are [NH2:1][C:2]1[CH:3]=[CH:4][C:5]2[N:10]([CH2:11][CH2:12][N:13]([CH3:23])[C:14](=[O:22])[O:15][C:16]3[CH:21]=[CH:20][CH:19]=[CH:18][CH:17]=3)[CH2:9][CH2:8][S:7][C:6]=2[CH:24]=1.I.[S:26]1[CH:30]=[CH:29][CH:28]=[C:27]1[C:31](SC)=[NH:32]. The catalyst is C(O)C.O.C(=O)([O-])[O-].[Na+].[Na+]. The product is [CH3:23][N:13]([CH2:12][CH2:11][N:10]1[CH2:9][CH2:8][S:7][C:6]2[CH:24]=[C:2]([NH:1][C:31]([C:27]3[S:26][CH:30]=[CH:29][CH:28]=3)=[NH:32])[CH:3]=[CH:4][C:5]1=2)[C:14](=[O:22])[O:15][C:16]1[CH:17]=[CH:18][CH:19]=[CH:20][CH:21]=1. The yield is 0.680.